This data is from Human Reference Interactome with 51,813 positive PPI pairs across 8,248 proteins, plus equal number of experimentally-validated negative pairs. The task is: Binary Classification. Given two protein amino acid sequences, predict whether they physically interact or not. Protein 1 (ENSG00000111218) has sequence MGMKHSSRCLLLRRKMAENAAESTEVNSPPSQPPQPVVPAKPVQCVHHVSTQPSCPGRGKMSKLLNPEEMTSRDYYFDSYAHFGIHEEMLKDEVRTLTYRNSMYHNKHVFKDKVVLDVGSGTGILSMFAAKAGAKKVFGIECSSISDYSEKIIKANHLDNIITIFKGKVEEVELPVEKVDIIISEWMGYCLFYESMLNTVIFARDKWLKPGGLMFPDRAALYVVAIEDRQYKDFKIHWWENVYGFDMTCIRDVAMKEPLVDIVDPKQVVTNACLIKEVDIYTVKTEELSFTSAFCLQIQR.... Protein 2 (ENSG00000126457) has sequence MAAAEAANCIMEVSCGQAESSEKPNAEDMTSKDYYFDSYAHFGIHEEMLKDEVRTLTYRNSMFHNRHLFKDKVVLDVGSGTGILCMFAAKAGARKVIGIECSSISDYAVKIVKANKLDHVVTIIKGKVEEVELPVEKVDIIISEWMGYCLFYESMLNTVLYARDKWLAPDGLIFPDRATLYVTAIEDRQYKDYKIHWWENVYGFDMSCIKDVAIKEPLVDVVDPKQLVTNACLIKEVDIYTVKVEDLTFTSPFCLQVKRNDYVHALVAYFNIEFTRCHKRTGFSTSPESPYTHWKQTVFY.... Result: 1 (the proteins interact).